From a dataset of Forward reaction prediction with 1.9M reactions from USPTO patents (1976-2016). Predict the product of the given reaction. (1) Given the reactants [C:1](Cl)(=[O:4])[CH:2]=[CH2:3].[CH3:6][N:7]([CH3:37])[CH2:8][CH2:9][N:10]([CH3:36])[C:11]1[C:12]([NH2:35])=[CH:13][C:14]([NH:19][C:20]2[N:25]=[C:24]([C:26]3[CH:27]=[N:28][N:29]4[CH:34]=[CH:33][CH:32]=[CH:31][C:30]=34)[CH:23]=[CH:22][N:21]=2)=[C:15]([O:17][CH3:18])[CH:16]=1, predict the reaction product. The product is: [CH3:37][N:7]([CH3:6])[CH2:8][CH2:9][N:10]([CH3:36])[C:11]1[CH:16]=[C:15]([O:17][CH3:18])[C:14]([NH:19][C:20]2[N:25]=[C:24]([C:26]3[CH:27]=[N:28][N:29]4[CH:34]=[CH:33][CH:32]=[CH:31][C:30]=34)[CH:23]=[CH:22][N:21]=2)=[CH:13][C:12]=1[NH:35][C:1](=[O:4])[CH:2]=[CH2:3]. (2) Given the reactants [NH2:1][C:2]1[CH:7]=[CH:6][CH:5]=[CH:4][CH:3]=1.[C:8]1(=[O:14])[O:13][C:11](=[O:12])[CH:10]=[CH:9]1, predict the reaction product. The product is: [C:2]1([NH:1][C:8](=[O:14])/[CH:9]=[CH:10]\[C:11]([OH:13])=[O:12])[CH:7]=[CH:6][CH:5]=[CH:4][CH:3]=1. (3) Given the reactants C([O:3][C:4](=[O:20])/[CH:5]=[C:6](\[CH3:19])/[CH2:7][C:8]([NH:11][C:12]([O:14][C:15]([CH3:18])([CH3:17])[CH3:16])=[O:13])([CH3:10])[CH3:9])C.[OH-].[Li+].COC(C)(C)C, predict the reaction product. The product is: [C:15]([O:14][C:12]([NH:11][C:8]([CH3:10])([CH3:9])[CH2:7]/[C:6](/[CH3:19])=[CH:5]/[C:4]([OH:20])=[O:3])=[O:13])([CH3:18])([CH3:16])[CH3:17]. (4) Given the reactants [F:1][C:2]([F:53])([F:52])[C:3]1[CH:4]=[C:5]([CH:45]=[C:46]([C:48]([F:51])([F:50])[F:49])[CH:47]=1)[CH2:6][N:7]([CH2:20][C:21]1[CH:40]=[C:39]([C:41]([F:44])([F:43])[F:42])[CH:38]=[CH:37][C:22]=1[C:23]([N:25]([CH2:35][CH3:36])[CH2:26][CH2:27][C:28]([O:30]C(C)(C)C)=[O:29])=[O:24])[C:8]1[N:13]=[CH:12][C:11]([N:14]2[CH2:19][CH2:18][O:17][CH2:16][CH2:15]2)=[CH:10][N:9]=1.C(=O)(O)[O-].[Na+], predict the reaction product. The product is: [F:53][C:2]([F:1])([F:52])[C:3]1[CH:4]=[C:5]([CH:45]=[C:46]([C:48]([F:49])([F:51])[F:50])[CH:47]=1)[CH2:6][N:7]([CH2:20][C:21]1[CH:40]=[C:39]([C:41]([F:44])([F:43])[F:42])[CH:38]=[CH:37][C:22]=1[C:23]([N:25]([CH2:35][CH3:36])[CH2:26][CH2:27][C:28]([OH:30])=[O:29])=[O:24])[C:8]1[N:13]=[CH:12][C:11]([N:14]2[CH2:15][CH2:16][O:17][CH2:18][CH2:19]2)=[CH:10][N:9]=1. (5) Given the reactants [O:1]1[C:5]2[CH:6]=[CH:7][C:8]([NH:10][C:11](SC)=[C:12]([S:15]([C:18]3[CH:23]=[CH:22][C:21]([Cl:24])=[CH:20][CH:19]=3)(=[O:17])=[O:16])[C:13]#[N:14])=[CH:9][C:4]=2[O:3][CH2:2]1.[CH3:27][CH:28]([NH2:33])[C:29]([CH3:32])([CH3:31])[CH3:30], predict the reaction product. The product is: [O:1]1[C:5]2[CH:6]=[CH:7][C:8]([NH:10][C:11]([NH:33][CH:28]([CH3:27])[C:29]([CH3:32])([CH3:31])[CH3:30])=[C:12]([S:15]([C:18]3[CH:23]=[CH:22][C:21]([Cl:24])=[CH:20][CH:19]=3)(=[O:17])=[O:16])[C:13]#[N:14])=[CH:9][C:4]=2[O:3][CH2:2]1. (6) Given the reactants Br[CH2:2][CH2:3][O:4][C:5]1[CH:10]=[CH:9][C:8]([CH2:11][CH:12]([O:18][CH2:19][CH3:20])[C:13]([O:15][CH2:16][CH3:17])=[O:14])=[CH:7][CH:6]=1.[F:21][C:22]([F:36])([C:27]1[NH:31][C:30]2[CH:32]=[CH:33][CH:34]=[CH:35][C:29]=2[N:28]=1)[C:23]([F:26])([F:25])[F:24].C([O-])([O-])=O.[K+].[K+], predict the reaction product. The product is: [CH2:19]([O:18][CH:12]([CH2:11][C:8]1[CH:9]=[CH:10][C:5]([O:4][CH2:3][CH2:2][N:28]2[C:29]3[CH:35]=[CH:34][CH:33]=[CH:32][C:30]=3[N:31]=[C:27]2[C:22]([F:21])([F:36])[C:23]([F:26])([F:25])[F:24])=[CH:6][CH:7]=1)[C:13]([O:15][CH2:16][CH3:17])=[O:14])[CH3:20]. (7) Given the reactants Br[C:2]1[N:6]([CH3:7])[CH:5]=[N:4][CH:3]=1.CON(C)[C:11](=[O:22])[C:12]1[CH:17]=[CH:16][C:15]([C:18]([F:21])([F:20])[F:19])=[N:14][CH:13]=1, predict the reaction product. The product is: [CH3:7][N:6]1[C:2]([C:11]([C:12]2[CH:13]=[N:14][C:15]([C:18]([F:21])([F:19])[F:20])=[CH:16][CH:17]=2)=[O:22])=[CH:3][N:4]=[CH:5]1. (8) Given the reactants Br[CH2:2][C:3]([N:5]1[CH2:11][CH2:10][C:9]2[CH:12]=[CH:13][C:14]([C:17]3[N:21]=[C:20]([C:22]4[CH:23]=[CH:24][C:25]([O:30][CH:31]([CH3:33])[CH3:32])=[C:26]([CH:29]=4)[C:27]#[N:28])[O:19][N:18]=3)=[C:15]([CH3:16])[C:8]=2[CH2:7][CH2:6]1)=[O:4].[CH2:34]([CH2:36][NH2:37])[OH:35].C(=O)([O-])[O-].[K+].[K+], predict the reaction product. The product is: [OH:35][CH2:34][CH2:36][NH:37][CH2:2][C:3]([N:5]1[CH2:11][CH2:10][C:9]2[CH:12]=[CH:13][C:14]([C:17]3[N:21]=[C:20]([C:22]4[CH:23]=[CH:24][C:25]([O:30][CH:31]([CH3:33])[CH3:32])=[C:26]([CH:29]=4)[C:27]#[N:28])[O:19][N:18]=3)=[C:15]([CH3:16])[C:8]=2[CH2:7][CH2:6]1)=[O:4]. (9) Given the reactants [CH2:1]([C:8]1[CH:13]=[CH:12][CH:11]=[CH:10][C:9]=1[S:14][CH2:15][C:16]([OH:33])([CH3:32])[C:17]([NH:19][C:20]1[CH:25]=[CH:24][C:23]([C:26]#[N:27])=[C:22]([C:28]([F:31])([F:30])[F:29])[CH:21]=1)=[O:18])[C:2]1[CH:7]=[CH:6][CH:5]=[CH:4][CH:3]=1.OO.FC(F)(F)C(OC(=O)C(F)(F)F)=[O:39].[OH2:49], predict the reaction product. The product is: [CH2:1]([C:8]1[CH:13]=[CH:12][CH:11]=[CH:10][C:9]=1[S:14]([CH2:15][C:16]([OH:33])([CH3:32])[C:17]([NH:19][C:20]1[CH:25]=[CH:24][C:23]([C:26]#[N:27])=[C:22]([C:28]([F:31])([F:29])[F:30])[CH:21]=1)=[O:18])(=[O:39])=[O:49])[C:2]1[CH:7]=[CH:6][CH:5]=[CH:4][CH:3]=1. (10) Given the reactants [H-].[Al+3].[Li+].[H-].[H-].[H-].O.C(OCC)(=O)C.[OH:14][C@H:15]([CH2:30][CH2:31][CH2:32][CH2:33][CH2:34][CH3:35])[CH2:16]/[CH:17]=[CH:18]\[CH2:19][CH2:20][CH2:21][CH2:22][CH2:23][CH2:24][CH2:25][C:26](OC)=[O:27], predict the reaction product. The product is: [CH2:26]([OH:27])[CH2:25][CH2:24][CH2:23][CH2:22][CH2:21][CH2:20][CH2:19]/[CH:18]=[CH:17]\[CH2:16][C@H:15]([OH:14])[CH2:30][CH2:31][CH2:32][CH2:33][CH2:34][CH3:35].